From a dataset of Reaction yield outcomes from USPTO patents with 853,638 reactions. Predict the reaction yield, written as a fraction of the theoretical maximum amount of product (1.0 means a 100% yield; for example, 0.34 means a 34% yield). (1) The reactants are [Cl:1][C:2]1[N:7]=[CH:6][NH:5][C:4](=[O:8])[CH:3]=1.[OH:9][C:10]([CH3:25])([CH3:24])[CH2:11][O:12][C:13]1[CH:18]=[CH:17][C:16](B(O)O)=[CH:15][C:14]=1[O:22][CH3:23].N1C=CC=CC=1.CO. The catalyst is C(Cl)Cl. The product is [Cl:1][C:2]1[N:7]=[CH:6][N:5]([C:16]2[CH:17]=[CH:18][C:13]([O:12][CH2:11][C:10]([OH:9])([CH3:25])[CH3:24])=[C:14]([O:22][CH3:23])[CH:15]=2)[C:4](=[O:8])[CH:3]=1. The yield is 0.460. (2) The reactants are [F:1][C:2]1[CH:7]=[CH:6][CH:5]=[C:4]([F:8])[C:3]=1[N:9]1[C:14]2[N:15]=[C:16]([NH:27][CH2:28][CH2:29][C:30]#[N:31])[N:17]=[C:18]([C:19]3[CH:24]=[CH:23][C:22]([F:25])=[CH:21][C:20]=3[CH3:26])[C:13]=2[CH:12]=[CH:11][C:10]1=[O:32].Cl.C(N(CC)CC)C.[N-:41]=[N+:42]=[N-:43].[Na+]. The catalyst is C1(C)C=CC=CC=1. The product is [F:1][C:2]1[CH:7]=[CH:6][CH:5]=[C:4]([F:8])[C:3]=1[N:9]1[C:14]2[N:15]=[C:16]([NH:27][CH2:28][CH2:29][C:30]3[NH:43][N:42]=[N:41][N:31]=3)[N:17]=[C:18]([C:19]3[CH:24]=[CH:23][C:22]([F:25])=[CH:21][C:20]=3[CH3:26])[C:13]=2[CH:12]=[CH:11][C:10]1=[O:32]. The yield is 0.450.